From a dataset of NCI-60 drug combinations with 297,098 pairs across 59 cell lines. Regression. Given two drug SMILES strings and cell line genomic features, predict the synergy score measuring deviation from expected non-interaction effect. (1) Drug 1: CC1=C(C(=CC=C1)Cl)NC(=O)C2=CN=C(S2)NC3=CC(=NC(=N3)C)N4CCN(CC4)CCO. Drug 2: C1CCC(C(C1)[NH-])[NH-].C(=O)(C(=O)[O-])[O-].[Pt+4]. Cell line: SK-OV-3. Synergy scores: CSS=52.3, Synergy_ZIP=-2.69, Synergy_Bliss=-3.33, Synergy_Loewe=-8.68, Synergy_HSA=1.07. (2) Drug 1: C(=O)(N)NO. Drug 2: C1CCC(C(C1)N)N.C(=O)(C(=O)[O-])[O-].[Pt+4]. Cell line: M14. Synergy scores: CSS=18.4, Synergy_ZIP=-4.09, Synergy_Bliss=-1.11, Synergy_Loewe=-17.6, Synergy_HSA=1.48.